Dataset: Forward reaction prediction with 1.9M reactions from USPTO patents (1976-2016). Task: Predict the product of the given reaction. (1) Given the reactants [Br:1][C:2]1[CH:3]=[N:4][C:5]2[N:6]([N:8]=[C:9]([C:11]([OH:13])=O)[CH:10]=2)[CH:7]=1.[Br:14][C:15]1[CH:24]=[CH:23][CH:22]=[C:21]2[C:16]=1[CH2:17][CH2:18][NH:19][CH:20]2[CH3:25], predict the reaction product. The product is: [Br:14][C:15]1[CH:24]=[CH:23][CH:22]=[C:21]2[C:16]=1[CH2:17][CH2:18][N:19]([C:11]([C:9]1[CH:10]=[C:5]3[N:4]=[CH:3][C:2]([Br:1])=[CH:7][N:6]3[N:8]=1)=[O:13])[CH:20]2[CH3:25]. (2) Given the reactants [Br:1][C:2]1[CH:11]=[C:10]([CH2:12][CH3:13])[CH:9]=[C:8]2[C:3]=1[CH2:4][CH2:5][CH2:6][C@@H:7]2[NH:14][CH2:15][C@@H:16]([OH:31])[C@@H:17]([NH:27][C:28](=[O:30])[CH3:29])[CH2:18][C:19]1[CH:24]=[C:23]([F:25])[CH:22]=[C:21]([F:26])[CH:20]=1.CCN(C(C)C)C(C)C.[C:41](O[C:41]([O:43][C:44]([CH3:47])([CH3:46])[CH3:45])=[O:42])([O:43][C:44]([CH3:47])([CH3:46])[CH3:45])=[O:42], predict the reaction product. The product is: [C:44]([O:43][C:41](=[O:42])[N:14]([CH2:15][C@@H:16]([OH:31])[C@@H:17]([NH:27][C:28](=[O:30])[CH3:29])[CH2:18][C:19]1[CH:20]=[C:21]([F:26])[CH:22]=[C:23]([F:25])[CH:24]=1)[C@@H:7]1[C:8]2[C:3](=[C:2]([Br:1])[CH:11]=[C:10]([CH2:12][CH3:13])[CH:9]=2)[CH2:4][CH2:5][CH2:6]1)([CH3:47])([CH3:46])[CH3:45].